From a dataset of Catalyst prediction with 721,799 reactions and 888 catalyst types from USPTO. Predict which catalyst facilitates the given reaction. (1) Reactant: [CH3:1][O:2][C:3]1[CH:4]=[C:5]([CH:10]=[CH:11][C:12]=1[O:13][CH3:14])[O:6][CH2:7][CH2:8]O.C1(P(C2C=CC=CC=2)C2C=CC=CC=2)C=CC=CC=1.C(Br)(Br)(Br)[Br:35].N#N. Product: [Br:35][CH2:8][CH2:7][O:6][C:5]1[CH:10]=[CH:11][C:12]([O:13][CH3:14])=[C:3]([O:2][CH3:1])[CH:4]=1. The catalyst class is: 91. (2) Reactant: [CH3:1][C:2]1[CH:7]=[CH:6][C:5]([CH2:8][OH:9])=[C:4]([O:10][C@H:11]([CH2:13][CH:14]=[CH2:15])[CH3:12])[CH:3]=1.CC(OI1(OC(C)=O)(OC(C)=O)OC(=O)C2C=CC=CC1=2)=O. Product: [CH3:1][C:2]1[CH:7]=[CH:6][C:5]([CH:8]=[O:9])=[C:4]([O:10][C@H:11]([CH2:13][CH:14]=[CH2:15])[CH3:12])[CH:3]=1. The catalyst class is: 91. (3) Reactant: C(OC(=O)[NH:10][C:11]12[CH2:19][CH2:18][CH:15]([CH2:16][CH2:17]1)[CH2:14][N:13]1[C:20](=[O:45])[C:21]([O:37]CC3C=CC=CC=3)=[C:22]([C:24]3[O:25][C:26]([CH2:29][C:30]4[CH:35]=[CH:34][C:33]([F:36])=[CH:32][CH:31]=4)=[N:27][N:28]=3)[N:23]=[C:12]21)C1C=CC=CC=1.Br.C(O)(=O)C. Product: [NH2:10][C:11]12[CH2:19][CH2:18][CH:15]([CH2:16][CH2:17]1)[CH2:14][N:13]1[C:20](=[O:45])[C:21]([OH:37])=[C:22]([C:24]3[O:25][C:26]([CH2:29][C:30]4[CH:35]=[CH:34][C:33]([F:36])=[CH:32][CH:31]=4)=[N:27][N:28]=3)[N:23]=[C:12]21. The catalyst class is: 2. (4) Reactant: [Cl-].ClC1N(C)CC[N+]=1C.[CH3:10][C:11]1[CH:19]=[C:18]([O:20][CH3:21])[CH:17]=[CH:16][C:12]=1[C:13]([OH:15])=O.[CH2:22]([C:27]12[CH2:34][CH2:33][C:30]([C:35]([NH:37][NH2:38])=O)([CH2:31][CH2:32]1)[CH2:29][CH2:28]2)[CH2:23][CH2:24][CH2:25][CH3:26].C(N(CC)CC)C. Product: [CH3:21][O:20][C:18]1[CH:17]=[CH:16][C:12]([C:13]2[O:15][C:35]([C:30]34[CH2:31][CH2:32][C:27]([CH2:22][CH2:23][CH2:24][CH2:25][CH3:26])([CH2:34][CH2:33]3)[CH2:28][CH2:29]4)=[N:37][N:38]=2)=[C:11]([CH3:10])[CH:19]=1. The catalyst class is: 2. (5) Reactant: Cl.[CH3:2][N:3]([CH3:10])[CH2:4]/[CH:5]=[CH:6]/[C:7](O)=[O:8].C(Cl)(=O)C(Cl)=O.[I:17][C:18]1[C:26]2[C:21](=[N:22][CH:23]=[N:24][C:25]=2[NH:27]C(=O)OC(C)(C)C)[N:20]([C:35]2[CH:40]=[CH:39][C:38]([NH:41][CH3:42])=[CH:37][N:36]=2)[N:19]=1.C(O)(C(F)(F)F)=O. Product: [NH2:27][C:25]1[N:24]=[CH:23][N:22]=[C:21]2[N:20]([C:35]3[N:36]=[CH:37][C:38]([N:41]([CH3:42])[C:7](=[O:8])/[CH:6]=[CH:5]/[CH2:4][N:3]([CH3:10])[CH3:2])=[CH:39][CH:40]=3)[N:19]=[C:18]([I:17])[C:26]=12. The catalyst class is: 59. (6) Reactant: CN([P+](O[N:12]1N=[N:19][C:14]2C=CC=C[C:13]1=2)(N(C)C)N(C)C)C.F[P-](F)(F)(F)(F)F.[C:28]([C:31]1[CH:36]=[N:35][N:34]2[CH:37]=[C:38]([C:40]3[CH:45]=[CH:44][CH:43]=[CH:42][CH:41]=3)[CH:39]=[C:33]2[C:32]=1[NH:46][C@@H:47]([C:51]1[CH:56]=[CH:55][CH:54]=[CH:53][CH:52]=1)[C:48](O)=[O:49])(=[O:30])[NH2:29].NCC#N.C(N(CC)CC)C. Product: [C:13]([CH2:14][NH:19][C:48](=[O:49])[C@@H:47]([NH:46][C:32]1[C:33]2[N:34]([CH:37]=[C:38]([C:40]3[CH:45]=[CH:44][CH:43]=[CH:42][CH:41]=3)[CH:39]=2)[N:35]=[CH:36][C:31]=1[C:28]([NH2:29])=[O:30])[C:51]1[CH:52]=[CH:53][CH:54]=[CH:55][CH:56]=1)#[N:12]. The catalyst class is: 3. (7) Reactant: CCCCCC.[Li]CCCC.[S:12]1[CH:16]=[CH:15][CH:14]=[CH:13]1.CN(C)CCN(C)C.[CH3:25][Sn:26](Cl)([CH3:28])[CH3:27]. Product: [CH3:25][Sn:26]([CH3:28])([CH3:27])[C:13]1[S:12][C:16]([Sn:26]([CH3:28])([CH3:27])[CH3:25])=[CH:15][CH:14]=1. The catalyst class is: 1. (8) Reactant: [F:1][C:2]1[CH:7]=[C:6]([F:8])[C:5]([F:9])=[CH:4][C:3]=1[C@@H:10]1[C@@H:15]([NH:16]C(=O)OC(C)(C)C)[CH2:14][C@@H:13]([N:24]2[CH2:31][C:30]3[C:26](=[N:27][N:28]([S:32]([CH:35]4[CH2:39][CH2:38][CH2:37][CH2:36]4)(=[O:34])=[O:33])[CH:29]=3)[CH2:25]2)[CH2:12][O:11]1.[F:40][C:41]([F:46])([F:45])[C:42]([OH:44])=[O:43]. Product: [F:40][C:41]([F:46])([F:45])[C:42]([OH:44])=[O:43].[F:1][C:2]1[CH:7]=[C:6]([F:8])[C:5]([F:9])=[CH:4][C:3]=1[C@@H:10]1[C@@H:15]([NH2:16])[CH2:14][C@@H:13]([N:24]2[CH2:31][C:30]3[C:26](=[N:27][N:28]([S:32]([CH:35]4[CH2:39][CH2:38][CH2:37][CH2:36]4)(=[O:34])=[O:33])[CH:29]=3)[CH2:25]2)[CH2:12][O:11]1. The catalyst class is: 4. (9) Reactant: [Cl:1][C:2]1[CH:7]=[CH:6][C:5]([CH2:8][C:9](=[C:11]2C(=O)O[C:14](C)([CH3:18])[O:13][C:12]2=[O:20])[OH:10])=[CH:4][CH:3]=1. Product: [Cl:1][C:2]1[CH:3]=[CH:4][C:5]([CH2:8][C:9](=[O:10])[CH2:11][C:12]([O:13][CH2:14][CH3:18])=[O:20])=[CH:6][CH:7]=1. The catalyst class is: 8.